From a dataset of HIV replication inhibition screening data with 41,000+ compounds from the AIDS Antiviral Screen. Binary Classification. Given a drug SMILES string, predict its activity (active/inactive) in a high-throughput screening assay against a specified biological target. The molecule is Cc1cn(C2CC(COCc3ccccc3)N(CCO[Si](C)(C)C(C)(C)C)O2)c(=O)[nH]c1=O. The result is 0 (inactive).